From a dataset of Reaction yield outcomes from USPTO patents with 853,638 reactions. Predict the reaction yield, written as a fraction of the theoretical maximum amount of product (1.0 means a 100% yield; for example, 0.34 means a 34% yield). (1) The catalyst is CN(C=O)C. The product is [Br:1][C:2]1[CH:3]=[N:4][CH:5]=[CH:6][C:7]=1[S:8][C:10]([CH3:17])([CH3:16])[C:11]([O:13][CH2:14][CH3:15])=[O:12]. The yield is 0.880. The reactants are [Br:1][C:2]1[CH:3]=[N:4][CH:5]=[CH:6][C:7]=1[SH:8].Br[C:10]([CH3:17])([CH3:16])[C:11]([O:13][CH2:14][CH3:15])=[O:12].C(=O)([O-])[O-].[Na+].[Na+]. (2) The reactants are [N+:1]([C:4]1[CH:13]=[C:12]2[C:7]([CH2:8][CH2:9][N:10]([C:14]([O:16][C:17]([CH3:20])([CH3:19])[CH3:18])=[O:15])[CH2:11]2)=[CH:6][CH:5]=1)([O-])=O. The catalyst is CO.[OH-].[OH-].[Pd+2]. The product is [NH2:1][C:4]1[CH:13]=[C:12]2[C:7]([CH2:8][CH2:9][N:10]([C:14]([O:16][C:17]([CH3:20])([CH3:19])[CH3:18])=[O:15])[CH2:11]2)=[CH:6][CH:5]=1. The yield is 0.690. (3) The reactants are [CH:1]([NH:4][C:5]([C@H:7]1[CH2:12][CH2:11][C@@H:10]([NH:13][C:14]2[C:19]([N+:20]([O-])=O)=[CH:18][N:17]=[C:16]([S:23]([CH3:26])(=[O:25])=[O:24])[CH:15]=2)[CH2:9][CH2:8]1)=[O:6])([CH3:3])[CH3:2].[Sn](Cl)Cl.C(Cl)Cl. The catalyst is CO. The product is [NH2:20][C:19]1[C:14]([NH:13][C@@H:10]2[CH2:9][CH2:8][C@H:7]([C:5]([NH:4][CH:1]([CH3:3])[CH3:2])=[O:6])[CH2:12][CH2:11]2)=[CH:15][C:16]([S:23]([CH3:26])(=[O:24])=[O:25])=[N:17][CH:18]=1. The yield is 0.920. (4) The reactants are C([C:4]1([CH:8]([O:10][CH:11]2[CH2:16][CH2:15][CH:14]([N:17]3[C:22](=[O:23])[C:21]([CH2:24][C:25]4[CH:30]=[CH:29][C:28]([C:31]5[C:32]([C:37]#[N:38])=[CH:33][CH:34]=[CH:35][CH:36]=5)=[CH:27][C:26]=4[F:39])=[C:20]([CH2:40][CH2:41][CH3:42])[N:19]4[N:43]=[CH:44][N:45]=[C:18]34)[CH2:13][CH2:12]2)[CH3:9])[CH2:7][CH2:6][CH2:5]1)(=O)C.OO.FC(F)(F)C(OC(=O)C(F)(F)F)=[O:51].C(=O)([O-])O.[Na+].S([O-])([O-])(=O)=S.[Na+].[Na+]. The catalyst is C(Cl)(Cl)Cl. The product is [F:39][C:26]1[CH:27]=[C:28]([C:31]2[C:32]([C:37]#[N:38])=[CH:33][CH:34]=[CH:35][CH:36]=2)[CH:29]=[CH:30][C:25]=1[CH2:24][C:21]1[C:22](=[O:23])[N:17]([C@H:14]2[CH2:13][CH2:12][C@H:11]([O:10][CH:8]([C:4]3([OH:51])[CH2:7][CH2:6][CH2:5]3)[CH3:9])[CH2:16][CH2:15]2)[C:18]2[N:19]([N:43]=[CH:44][N:45]=2)[C:20]=1[CH2:40][CH2:41][CH3:42]. The yield is 0.120. (5) The product is [NH2:27][CH2:28][C@@H:29]([N:37]1[C:9](=[O:11])[C:8]2[CH:7]=[N:6][C:5]([C:14]3[N:18]([CH3:19])[N:17]=[CH:16][C:15]=3[Cl:20])=[N:4][C:3]=2[CH2:2]1)[CH2:30][C:31]1[CH:32]=[CH:33][CH:34]=[CH:35][CH:36]=1. The reactants are Br[CH2:2][C:3]1[C:8]([C:9]([O:11]CC)=O)=[CH:7][N:6]=[C:5]([C:14]2[N:18]([CH3:19])[N:17]=[CH:16][C:15]=2[Cl:20])[N:4]=1.C(OC(=O)[NH:27][CH2:28][C@@H:29]([NH2:37])[CH2:30][C:31]1[CH:36]=[CH:35][CH:34]=[CH:33][CH:32]=1)(C)(C)C.C(N(CC)C(C)C)(C)C.Cl. The catalyst is C(O)CCC.C1COCC1. The yield is 0.256. (6) The yield is 0.930. The catalyst is C(O)C. The product is [C:15]([O:14][C:13]([NH:12][C@H:4]([C@@H:2]1[O:1][C:3](=[O:33])[CH:21]([C:22]([O:24][CH2:25][CH3:26])=[O:23])[CH2:20]1)[CH2:5][C:6]1[CH:7]=[CH:8][CH:9]=[CH:10][CH:11]=1)=[O:19])([CH3:16])([CH3:17])[CH3:18]. The reactants are [O:1]1[CH2:3][C@@H:2]1[C@@H:4]([NH:12][C:13](=[O:19])[O:14][C:15]([CH3:18])([CH3:17])[CH3:16])[CH2:5][C:6]1[CH:11]=[CH:10][CH:9]=[CH:8][CH:7]=1.[C:20](OCC)(=O)[CH2:21][C:22]([O:24][CH2:25][CH3:26])=[O:23].CC[O-:33].[Na+]. (7) The reactants are [CH:1]1([C:7]2[C:8]3[CH:9]=[CH:10][C:11]([C:39]([O:41][CH3:42])=[O:40])=[CH:12][C:13]=3[N:14]3[CH2:20][C:19]([C:21]([NH:23][CH2:24][C:25](=[O:32])[CH2:26][CH2:27][C:28]([O:30][CH3:31])=[O:29])=O)=[CH:18][C:17]4[CH:33]=[C:34]([O:37][CH3:38])[CH:35]=[CH:36][C:16]=4[C:15]=23)[CH2:6][CH2:5][CH2:4][CH2:3][CH2:2]1.P(Cl)(Cl)(Cl)=O.C(=O)(O)[O-].[Na+]. The catalyst is C1(C)C=CC=CC=1. The product is [CH:1]1([C:7]2[C:8]3[CH:9]=[CH:10][C:11]([C:39]([O:41][CH3:42])=[O:40])=[CH:12][C:13]=3[N:14]3[CH2:20][C:19]([C:21]4[O:32][C:25]([CH2:26][CH2:27][C:28]([O:30][CH3:31])=[O:29])=[CH:24][N:23]=4)=[CH:18][C:17]4[CH:33]=[C:34]([O:37][CH3:38])[CH:35]=[CH:36][C:16]=4[C:15]=23)[CH2:2][CH2:3][CH2:4][CH2:5][CH2:6]1. The yield is 1.00. (8) The reactants are [Br:1][C:2]1[CH:3]=[C:4]2[C:9](Cl)=[C:8]([C:11]([NH2:13])=[O:12])[CH:7]=[N:6][N:5]2[CH:14]=1.[NH2:15][C@@H:16]1[CH2:21][CH2:20][N:19]([C:22]([O:24][C:25]([CH3:28])([CH3:27])[CH3:26])=[O:23])[CH2:18][C@H:17]1[CH2:29][CH3:30].CC(O)=O.CCN(C(C)C)C(C)C. The catalyst is CN(C=O)C.C(OCC)(=O)C. The product is [Br:1][C:2]1[CH:3]=[C:4]2[C:9]([NH:15][C@@H:16]3[CH2:21][CH2:20][N:19]([C:22]([O:24][C:25]([CH3:27])([CH3:26])[CH3:28])=[O:23])[CH2:18][C@H:17]3[CH2:29][CH3:30])=[C:8]([C:11](=[O:12])[NH2:13])[CH:7]=[N:6][N:5]2[CH:14]=1. The yield is 0.750. (9) The reactants are Br[CH2:2][CH2:3][CH2:4][C:5]#[N:6].[NH:7]1[CH2:12][CH2:11][O:10][CH2:9][CH2:8]1.O1CCCC1. The catalyst is C(OCC)C. The product is [O:10]1[CH2:11][CH2:12][N:7]([CH2:2][CH2:3][CH2:4][C:5]#[N:6])[CH2:8][CH2:9]1. The yield is 0.910.